Dataset: Forward reaction prediction with 1.9M reactions from USPTO patents (1976-2016). Task: Predict the product of the given reaction. The product is: [CH3:2][O:3][C:4]1[CH:5]=[CH:6][C:7]([C:10](=[O:11])[CH2:15][NH:16][C:17]([C:19]2[NH:28][C:22]3=[CH:23][N:24]=[C:25]([Cl:27])[CH:26]=[C:21]3[CH:20]=2)=[O:18])=[CH:8][CH:9]=1. Given the reactants Cl.[CH3:2][O:3][C:4]1[CH:9]=[CH:8][C:7]([C:10]2([CH2:15][NH:16][C:17]([C:19]3[NH:28][C:22]4=[CH:23][N:24]=[C:25]([Cl:27])[CH:26]=[C:21]4[CH:20]=3)=[O:18])OCC[O:11]2)=[CH:6][CH:5]=1, predict the reaction product.